From a dataset of Full USPTO retrosynthesis dataset with 1.9M reactions from patents (1976-2016). Predict the reactants needed to synthesize the given product. (1) Given the product [CH3:23][C:18]1[CH:17]=[C:16]([C:13]2[CH:12]=[N:11][C:10]([NH:9][C:7](=[O:8])[C:6]3[CH:24]=[C:2]([N:28]4[CH2:33][CH2:32][CH2:31][CH2:30][CH2:29]4)[CH:3]=[CH:4][C:5]=3[N+:25]([O-:27])=[O:26])=[N:15][CH:14]=2)[CH:21]=[CH:20][C:19]=1[CH3:22], predict the reactants needed to synthesize it. The reactants are: Cl[C:2]1[CH:3]=[CH:4][C:5]([N+:25]([O-:27])=[O:26])=[C:6]([CH:24]=1)[C:7]([NH:9][C:10]1[N:15]=[CH:14][C:13]([C:16]2[CH:21]=[CH:20][C:19]([CH3:22])=[C:18]([CH3:23])[CH:17]=2)=[CH:12][N:11]=1)=[O:8].[NH:28]1[CH2:33][CH2:32][CH2:31][CH2:30][CH2:29]1. (2) Given the product [CH:1]1([NH:4][C:5]([NH:7][C:8]2[CH:13]=[CH:12][C:11]([O:14][C:15]3[C:16]4[CH:23]=[C:22]([C:24]5[CH:29]=[CH:28][C:27]([O:30][CH2:31][CH2:32][N:33]([CH2:36][CH3:37])[CH2:34][CH3:35])=[CH:26][CH:25]=5)[NH:21][C:17]=4[N:18]=[CH:19][N:20]=3)=[CH:10][C:9]=2[F:46])=[O:6])[CH2:2][CH2:3]1, predict the reactants needed to synthesize it. The reactants are: [CH:1]1([NH:4][C:5]([NH:7][C:8]2[CH:13]=[CH:12][C:11]([O:14][C:15]3[C:16]4[CH:23]=[C:22]([C:24]5[CH:29]=[CH:28][C:27]([O:30][CH2:31][CH2:32][N:33]([CH2:36][CH3:37])[CH2:34][CH3:35])=[CH:26][CH:25]=5)[N:21](COCC[Si](C)(C)C)[C:17]=4[N:18]=[CH:19][N:20]=3)=[CH:10][C:9]=2[F:46])=[O:6])[CH2:3][CH2:2]1.[F-].C([N+](CCCC)(CCCC)CCCC)CCC.O. (3) Given the product [OH:50][NH:49][C:26](=[O:28])/[CH:25]=[CH:24]/[C:20]1[CH:21]=[CH:22][CH:23]=[C:18](/[CH:17]=[CH:16]/[C:15]([C:10]2[CH:11]=[CH:12][CH:13]=[CH:14][C:9]=2[CH2:8][N:5]2[CH2:4][CH2:3][N:2]([CH3:1])[CH2:7][CH2:6]2)=[O:33])[CH:19]=1, predict the reactants needed to synthesize it. The reactants are: [CH3:1][N:2]1[CH2:7][CH2:6][N:5]([CH2:8][C:9]2[CH:14]=[CH:13][CH:12]=[CH:11][C:10]=2[C:15](=[O:33])/[CH:16]=[CH:17]/[C:18]2[CH:19]=[C:20](/[CH:24]=[CH:25]/[C:26]([O:28]C(C)(C)C)=O)[CH:21]=[CH:22][CH:23]=2)[CH2:4][CH2:3]1.C(O)(C(F)(F)F)=O.C1C=CC2[N:49]([OH:50])N=NC=2C=1.C(Cl)CCl.NOC1CCCCO1. (4) The reactants are: [Br:1][C:2]1[CH:9]=[CH:8][C:5]([CH:6]=[O:7])=[C:4]([F:10])[CH:3]=1.O.C1(C)C=CC(S(O)(=O)=O)=CC=1.[CH2:23](O)[CH2:24][OH:25].C([O-])(O)=O.[Na+]. Given the product [Br:1][C:2]1[CH:9]=[CH:8][C:5]([CH:6]2[O:25][CH2:24][CH2:23][O:7]2)=[C:4]([F:10])[CH:3]=1, predict the reactants needed to synthesize it. (5) Given the product [C:40]1([S:46]([C:49]2[CH:50]=[C:51]([N:66]3[CH2:65][CH2:64][N:63]([C:61]([O:60][C:56]([CH3:59])([CH3:58])[CH3:57])=[O:62])[CH2:68][CH2:67]3)[CH:52]=[CH:53][CH:54]=2)(=[O:48])=[O:47])[CH:45]=[CH:44][CH:43]=[CH:42][CH:41]=1, predict the reactants needed to synthesize it. The reactants are: C1(P(C2C=CC3C(=CC=CC=3)C=2C2C3C(=CC=CC=3)C=CC=2)C2C=CC=CC=2)C=CC=CC=1.C(=O)([O-])[O-].[Cs+].[Cs+].[C:40]1([S:46]([C:49]2[CH:50]=[C:51](Br)[CH:52]=[CH:53][CH:54]=2)(=[O:48])=[O:47])[CH:45]=[CH:44][CH:43]=[CH:42][CH:41]=1.[C:56]([O:60][C:61]([N:63]1[CH2:68][CH2:67][NH:66][CH2:65][CH2:64]1)=[O:62])([CH3:59])([CH3:58])[CH3:57]. (6) Given the product [CH3:1][O:2][C:3](=[O:13])[C:4]1[CH:5]=[CH:6][C:7]([C:8]([NH:21][CH2:20][CH:16]2[CH2:17][CH2:18][CH2:19][C:15]2([CH3:22])[CH3:14])=[O:10])=[CH:11][CH:12]=1, predict the reactants needed to synthesize it. The reactants are: [CH3:1][O:2][C:3](=[O:13])[C:4]1[CH:12]=[CH:11][C:7]([C:8]([O-:10])=O)=[CH:6][CH:5]=1.[CH3:14][C:15]1([CH3:22])[CH2:19][CH2:18][CH2:17][CH:16]1[CH2:20][NH2:21].